Dataset: Forward reaction prediction with 1.9M reactions from USPTO patents (1976-2016). Task: Predict the product of the given reaction. (1) Given the reactants Br[C:2]1[CH:3]=[C:4](CC#N)[CH:5]=[C:6]2[C:11]=1[N:10]=[CH:9][CH:8]=[CH:7]2.CI.CC(C)([O-])C.[K+], predict the reaction product. The product is: [N:10]1[C:11]2[C:6](=[CH:5][CH:4]=[CH:3][CH:2]=2)[CH:7]=[CH:8][CH:9]=1. (2) Given the reactants [CH3:1][N:2]1[C:10](=[O:11])[C:9]2[NH:8][C:7](=[S:12])[NH:6][C:5]=2[N:4]([CH3:13])[C:3]1=[O:14].C(=O)([O-])[O-].[K+].[K+].Br[CH:22]([CH2:28][CH3:29])[C:23]([O:25][CH2:26][CH3:27])=[O:24], predict the reaction product. The product is: [CH3:1][N:2]1[C:10](=[O:11])[C:9]2[NH:8][C:7]([S:12][CH:22]([CH2:28][CH3:29])[C:23]([O:25][CH2:26][CH3:27])=[O:24])=[N:6][C:5]=2[N:4]([CH3:13])[C:3]1=[O:14]. (3) Given the reactants [C:1]([N:4]1[C:13]2[C:8](=[CH:9][CH:10]=[C:11]3[CH:17]=[CH:16][CH:15]=[CH:14][C:12]3=2)[C@H:7]([NH2:18])[CH2:6][C@@H:5]1[CH3:19])(=[O:3])[CH3:2].[Cl:20][C:21]1[CH:26]=[CH:25][C:24](B(O)O)=[CH:23][CH:22]=1.N1C=CC=CC=1, predict the reaction product. The product is: [C:1]([N:4]1[C:13]2[C:8](=[CH:9][CH:10]=[C:11]3[CH:17]=[CH:16][CH:15]=[CH:14][C:12]3=2)[C@H:7]([NH:18][C:24]2[CH:25]=[CH:26][C:21]([Cl:20])=[CH:22][CH:23]=2)[CH2:6][C@@H:5]1[CH3:19])(=[O:3])[CH3:2]. (4) The product is: [C:1]1([CH3:25])[CH:6]=[CH:5][CH:4]=[CH:3][C:2]=1[CH:7]1[CH2:16][CH2:15][C:14]2[C:9](=[CH:10][CH:11]=[C:12]([O:17][C:18]3[S:19][C:20]([CH2:23][NH:24][C:60]([C:59]4[O:55][N:56]=[CH:57][CH:58]=4)=[O:61])=[CH:21][N:22]=3)[CH:13]=2)[O:8]1. Given the reactants [C:1]1([CH3:25])[CH:6]=[CH:5][CH:4]=[CH:3][C:2]=1[CH:7]1[CH2:16][CH2:15][C:14]2[C:9](=[CH:10][CH:11]=[C:12]([O:17][C:18]3[S:19][C:20]([CH2:23][NH2:24])=[CH:21][N:22]=3)[CH:13]=2)[O:8]1.Cl.CN(C)CCCN=C=NCC.ON1C2C=CC=CC=2N=N1.CN1CCOCC1.[O:55]1[C:59]([C:60](O)=[O:61])=[CH:58][CH:57]=[N:56]1, predict the reaction product. (5) Given the reactants Cl.[F:2][C:3]([F:24])([F:23])[C:4]1[CH:22]=[CH:21][CH:20]=[CH:19][C:5]=1[CH:6]([O:14][CH:15]1[CH2:18][NH:17][CH2:16]1)[C:7]1[CH:12]=[CH:11][C:10]([F:13])=[CH:9][CH:8]=1.C(=O)([O-])[O-].[CH3:29][C@H:30]([N:37]=[C:38]=[O:39])[C:31]1[CH:36]=[CH:35][CH:34]=[CH:33][CH:32]=1, predict the reaction product. The product is: [F:24][C:3]([F:2])([F:23])[C:4]1[CH:22]=[CH:21][CH:20]=[CH:19][C:5]=1[CH:6]([O:14][CH:15]1[CH2:18][N:17]([C:38]([NH:37][C@@H:30]([CH3:29])[C:31]2[CH:36]=[CH:35][CH:34]=[CH:33][CH:32]=2)=[O:39])[CH2:16]1)[C:7]1[CH:12]=[CH:11][C:10]([F:13])=[CH:9][CH:8]=1.